From a dataset of Experimentally validated miRNA-target interactions with 360,000+ pairs, plus equal number of negative samples. Binary Classification. Given a miRNA mature sequence and a target amino acid sequence, predict their likelihood of interaction. The miRNA is hsa-miR-3713 with sequence GGUAUCCGUUUGGGGAUGGU. The protein sequence of the target gene is MAELNPLAEELSCSVCLELFKEPVTTPCGHNFCMSCLDETWVVQGPPYRCPQCRKVYQVRPQLQKNTVMCAVVEQFLQAEQARTPVDDWTPPARFSASSAATQVACDHCLTEIAVKTCLVCMASFCQEHLRPHFDSPAFQDHPLQSPIRDLLRRKCTQHNRLRELFCPEHGECICHICLVEHKTCSPTTLSQASADLEYKLRNKLTIMHSHINGATKALEDVRSKQQCVQDSMKRKMEQLRQEYMEMKAVIDAAETSSLRKLKEEEKRVYGKFDTIYQVLVKKKSEMQKLKAEVELIMDK.... Result: 0 (no interaction).